From a dataset of Experimentally validated miRNA-target interactions with 360,000+ pairs, plus equal number of negative samples. Binary Classification. Given a miRNA mature sequence and a target amino acid sequence, predict their likelihood of interaction. (1) The miRNA is hsa-miR-1827 with sequence UGAGGCAGUAGAUUGAAU. The protein sequence of the target gene is MDDLTLLDLLECPVCFEKLDVTAKVLPCQHTFCKPCLQRVFKAHKELRCPECRTPVFSNIEALPANLLLVRLLDGVRSGQSSGRGGSFRRPGTMTLQDGRKSRTNPRRLQASPFRLVPNVRIHMDGVPRAKALCNYRGQNPGDLRFNKGDIILLRRQLDENWYQGEINGISGNFPASSVEVIKQLPQPPPLCRALYNFDLRGKDKSENQDCLTFLKDDIITVISRVDENWAEGKLGDKVGIFPILFVEPNLTARHLLEKNKGRQSSRTKNLSLVSSSSRGNTSTLRRGPGSRRKVPGQFS.... Result: 1 (interaction). (2) The miRNA is hsa-miR-1293 with sequence UGGGUGGUCUGGAGAUUUGUGC. The protein sequence of the target gene is MSETAPAAPAAPAPAEKTPVKKKARKSAGAAKRKASGPPVSELITKAVAASKERSGVSLAALKKALAAAGYDVEKNNSRIKLGLKSLVSKGTLVQTKGTGASGSFKLNKKAASGEAKPKAKKAGAAKAKKPAGAAKKPKKATGAATPKKSAKKTPKKAKKPAAAAGAKKAKSPKKAKAAKPKKAPKSPAKAKAVKPKAAKPKTAKPKAAKPKKAAAKKK. Result: 1 (interaction). (3) Result: 1 (interaction). The protein sequence of the target gene is MSNSNTTQETLEIMKESEKKLVEESVNKNKFISKTPSKEEIEKECEDTSLRQETQRRTSNHGHARKRAKSNSKLKLVRSLAVCEESSTPFADGPLETQDIIQLHISCPSDKEEEKSTKDVSEKEDKDKNKEKIPRKMLSRDSSQEYTDSTGIDLHEFLVNTLKKNPRDRMMLLKLEQEILEFINDNNNQFKKFPQMTSYHRMLLHRVAAYFGMDHNVDQTGKAVIINKTSNTRIPEQRFSEHIKDEKNTEFQQRFILKRDDASMDRDDNQTGQNGYLNDIRLSKEAFSSSSHKRRQIFRG.... The miRNA is hsa-miR-5582-5p with sequence UAGGCACACUUAAAGUUAUAGC.